From a dataset of Full USPTO retrosynthesis dataset with 1.9M reactions from patents (1976-2016). Predict the reactants needed to synthesize the given product. (1) Given the product [F:29][C:30]1[CH:35]=[CH:34][C:33]([F:36])=[CH:32][C:31]=1[N:37]1[C:5]([C:7]2[C:12](=[O:13])[CH:11]=[CH:10][N:9]([C:14]3[CH:19]=[CH:18][CH:17]=[C:16]([S:20]([N:23]4[CH2:24][CH2:25][CH2:26][CH2:27]4)(=[O:22])=[O:21])[CH:15]=3)[N:8]=2)=[CH:4][CH:3]=[N:2]1, predict the reactants needed to synthesize it. The reactants are: C[N:2](C)/[CH:3]=[CH:4]/[C:5]([C:7]1[C:12](=[O:13])[CH:11]=[CH:10][N:9]([C:14]2[CH:19]=[CH:18][CH:17]=[C:16]([S:20]([N:23]3[CH2:27][CH2:26][CH2:25][CH2:24]3)(=[O:22])=[O:21])[CH:15]=2)[N:8]=1)=O.[F:29][C:30]1[CH:35]=[CH:34][C:33]([F:36])=[CH:32][C:31]=1[NH:37]N. (2) Given the product [CH:1]1([O:6][C:7](=[O:41])[C@@H:8]([NH:40][CH:42]2[CH2:47][CH2:46][CH2:45][CH2:44][CH2:43]2)[CH2:9][CH2:10][O:11][C:12]2[CH:21]=[C:20]3[C:15]([C:16]([O:22][C:23]4[CH:28]=[CH:27][C:26]([NH:29][C:30](=[O:37])[C:31]5[CH:32]=[CH:33][CH:34]=[CH:35][CH:36]=5)=[CH:25][CH:24]=4)=[CH:17][CH:18]=[N:19]3)=[CH:14][C:13]=2[O:38][CH3:39])[CH2:5][CH2:4][CH2:3][CH2:2]1, predict the reactants needed to synthesize it. The reactants are: [CH:1]1([O:6][C:7](=[O:41])[C@@H:8]([NH2:40])[CH2:9][CH2:10][O:11][C:12]2[CH:21]=[C:20]3[C:15]([C:16]([O:22][C:23]4[CH:28]=[CH:27][C:26]([NH:29][C:30](=[O:37])[C:31]5[CH:36]=[CH:35][CH:34]=[CH:33][CH:32]=5)=[CH:25][CH:24]=4)=[CH:17][CH:18]=[N:19]3)=[CH:14][C:13]=2[O:38][CH3:39])[CH2:5][CH2:4][CH2:3][CH2:2]1.[C:42]1(=O)[CH2:47][CH2:46][CH2:45][CH2:44][CH2:43]1.C([BH3-])#N.[Na+]. (3) Given the product [CH:37]1[C:38]2[N:39]([C:2]3[CH:3]=[CH:4][C:5]([C:8]4([C:21]5[CH:26]=[CH:25][C:24]([I:27])=[CH:23][CH:22]=5)[C:20]5[CH:19]=[CH:18][CH:17]=[CH:16][C:15]=5[C:14]5[C:9]4=[CH:10][CH:11]=[CH:12][CH:13]=5)=[CH:6][CH:7]=3)[C:40]3[C:32](=[CH:31][CH:30]=[CH:29][CH:28]=3)[C:33]=2[CH:34]=[CH:35][CH:36]=1, predict the reactants needed to synthesize it. The reactants are: I[C:2]1[CH:7]=[CH:6][C:5]([C:8]2([C:21]3[CH:26]=[CH:25][C:24]([I:27])=[CH:23][CH:22]=3)[C:20]3[CH:19]=[CH:18][CH:17]=[CH:16][C:15]=3[C:14]3[C:9]2=[CH:10][CH:11]=[CH:12][CH:13]=3)=[CH:4][CH:3]=1.[CH:28]1[C:40]2[NH:39][C:38]3[C:33](=[CH:34][CH:35]=[CH:36][CH:37]=3)[C:32]=2[CH:31]=[CH:30][CH:29]=1.C(=O)([O-])[O-].[K+].[K+].CS(C)=O.